Dataset: Full USPTO retrosynthesis dataset with 1.9M reactions from patents (1976-2016). Task: Predict the reactants needed to synthesize the given product. (1) Given the product [Cl:1][C:2]1[CH:7]=[C:6]([C:18]2[CH2:23][CH2:22][N:21]([C:24]([O:26][C:27]([CH3:30])([CH3:29])[CH3:28])=[O:25])[CH2:20][CH:19]=2)[CH:5]=[C:4]([Cl:9])[N:3]=1, predict the reactants needed to synthesize it. The reactants are: [Cl:1][C:2]1[CH:7]=[C:6](I)[CH:5]=[C:4]([Cl:9])[N:3]=1.CC1(C)C(C)(C)OB([C:18]2[CH2:23][CH2:22][N:21]([C:24]([O:26][C:27]([CH3:30])([CH3:29])[CH3:28])=[O:25])[CH2:20][CH:19]=2)O1.C(=O)([O-])[O-].[K+].[K+]. (2) Given the product [CH:2]([N:5]1[C:13]2[CH:12]=[C:11]([NH:22][C:23]3[CH:28]=[CH:27][N:26]=[C:25]([N:29]4[CH2:30][CH2:31][C:32]([CH3:36])([OH:35])[CH2:33][CH2:34]4)[N:24]=3)[N:10]=[CH:9][C:8]=2[C:7]([N:15]2[CH2:18][C:17]([OH:19])([CH2:20][OH:21])[CH2:16]2)=[N:6]1)([CH2:3][CH3:4])[CH3:1], predict the reactants needed to synthesize it. The reactants are: [CH3:1][CH:2]([N:5]1[C:13]2[CH:12]=[C:11](Cl)[N:10]=[CH:9][C:8]=2[C:7]([N:15]2[CH2:18][C:17]([CH2:20][OH:21])([OH:19])[CH2:16]2)=[N:6]1)[CH2:3][CH3:4].[NH2:22][C:23]1[CH:28]=[CH:27][N:26]=[C:25]([N:29]2[CH2:34][CH2:33][C:32]([CH3:36])([OH:35])[CH2:31][CH2:30]2)[N:24]=1.C1(P(C2CCCCC2)C2C(OC)=CC=C(OC)C=2C2C(C(C)C)=CC(C(C)C)=CC=2C(C)C)CCCCC1.C(=O)([O-])[O-].[Cs+].[Cs+].